From a dataset of Reaction yield outcomes from USPTO patents with 853,638 reactions. Predict the reaction yield, written as a fraction of the theoretical maximum amount of product (1.0 means a 100% yield; for example, 0.34 means a 34% yield). (1) The reactants are [C:1](OCC)(=[O:7])[C:2](OCC)=[O:3].[CH3:11][O:12][C:13]1[CH:18]=[CH:17][C:16]([N:19]([CH2:26][C:27]([O:29][CH2:30][CH3:31])=[O:28])[CH2:20][C:21]([O:23][CH2:24][CH3:25])=[O:22])=[CH:15][CH:14]=1.CC[O-].[Na+].C(O)(=O)C. The catalyst is O. The product is [OH:3][C:2]1[C:1]([OH:7])=[C:26]([C:27]([O:29][CH2:30][CH3:31])=[O:28])[N:19]([C:16]2[CH:17]=[CH:18][C:13]([O:12][CH3:11])=[CH:14][CH:15]=2)[C:20]=1[C:21]([O:23][CH2:24][CH3:25])=[O:22]. The yield is 0.710. (2) The reactants are [F:1][C:2]1[CH:7]=[CH:6][CH:5]=[CH:4][C:3]=1[N:8]1[C:16]2[C:11](=[C:12]([N:17]3[CH2:21][CH2:20][NH:19][C:18]3=[O:22])[CH:13]=[CH:14][CH:15]=2)[CH:10]=[N:9]1.[H-].[Na+].Br.Br[CH2:27][C:28]1[S:29][CH:30]=[CH:31][N:32]=1. The catalyst is O1CCCC1. The product is [F:1][C:2]1[CH:7]=[CH:6][CH:5]=[CH:4][C:3]=1[N:8]1[C:16]2[C:11](=[C:12]([N:17]3[CH2:21][CH2:20][N:19]([CH2:27][C:28]4[S:29][CH:30]=[CH:31][N:32]=4)[C:18]3=[O:22])[CH:13]=[CH:14][CH:15]=2)[CH:10]=[N:9]1. The yield is 0.760. (3) The reactants are CC1N=C(N2CCN(C3C=CC=CC=3)C2=O)SC=1C(OCC)=O.[CH3:24][C:25]1[N:26]=[C:27]([N:35]2[CH2:39][CH2:38][N:37]([CH2:40][CH2:41][CH2:42][C:43]3[CH:48]=[CH:47][CH:46]=[CH:45][CH:44]=3)[C:36]2=[O:49])[S:28][C:29]=1[C:30]([O:32]CC)=[O:31]. No catalyst specified. The product is [CH3:24][C:25]1[N:26]=[C:27]([N:35]2[CH2:39][CH2:38][N:37]([CH2:40][CH2:41][CH2:42][C:43]3[CH:48]=[CH:47][CH:46]=[CH:45][CH:44]=3)[C:36]2=[O:49])[S:28][C:29]=1[C:30]([OH:32])=[O:31]. The yield is 0.990.